Task: Predict the reactants needed to synthesize the given product.. Dataset: Full USPTO retrosynthesis dataset with 1.9M reactions from patents (1976-2016) (1) Given the product [CH3:28][C:23]1([CH3:29])[C:24]([CH3:27])([CH3:26])[O:25][B:21]([C:2]2[CH:3]=[C:4]([C:8]3([CH2:12][NH:13][C:14](=[O:20])[O:15][C:16]([CH3:19])([CH3:18])[CH3:17])[CH2:11][O:10][CH2:9]3)[CH:5]=[CH:6][CH:7]=2)[O:22]1, predict the reactants needed to synthesize it. The reactants are: Br[C:2]1[CH:3]=[C:4]([C:8]2([CH2:12][NH:13][C:14](=[O:20])[O:15][C:16]([CH3:19])([CH3:18])[CH3:17])[CH2:11][O:10][CH2:9]2)[CH:5]=[CH:6][CH:7]=1.[B:21]1([B:21]2[O:25][C:24]([CH3:27])([CH3:26])[C:23]([CH3:29])([CH3:28])[O:22]2)[O:25][C:24]([CH3:27])([CH3:26])[C:23]([CH3:29])([CH3:28])[O:22]1.CC([O-])=O.[K+].C(Cl)Cl. (2) Given the product [CH2:1]([NH:4][C@@H:17]([C:33]1[CH:34]=[CH:35][CH:36]=[CH:37][CH:38]=1)[C:18]([N:20]1[CH2:24][CH2:23][C@H:22]([O:25][Si:26]([C:29]([CH3:31])([CH3:32])[CH3:30])([CH3:27])[CH3:28])[CH2:21]1)=[O:19])[CH:2]=[CH2:3], predict the reactants needed to synthesize it. The reactants are: [CH2:1]([N:4]([C@@H:17]([C:33]1[CH:38]=[CH:37][CH:36]=[CH:35][CH:34]=1)[C:18]([N:20]1[CH2:24][CH2:23][C@H:22]([O:25][Si:26]([C:29]([CH3:32])([CH3:31])[CH3:30])([CH3:28])[CH3:27])[CH2:21]1)=[O:19])S(C1C=CC=CC=1[N+]([O-])=O)(=O)=O)[CH:2]=[CH2:3].C(=O)([O-])[O-].[K+].[K+].C1(S)C=CC=CC=1.O. (3) Given the product [F:1][C:2]([F:7])([F:6])[C:3]([OH:5])=[O:4].[F:8][C:9]([F:14])([F:13])[C:10]([OH:12])=[O:11].[C:48]([N:43]1[CH2:44][CH2:45][CH:40]([CH2:39][C:38]([NH:37][C:29]2[CH:30]=[CH:31][C:32]3[NH:33][C:34]4[N:35]=[C:19]([NH:20][C:21]5[CH:22]=[N:23][CH:24]=[C:25]([CH:47]=5)[CH2:26][CH2:27][C:28]=2[CH:36]=3)[N:18]=[CH:17][C:16]=4[Cl:15])=[O:46])[CH2:41][CH2:42]1)(=[O:55])[C:49]1[CH:54]=[CH:53][CH:52]=[CH:51][CH:50]=1, predict the reactants needed to synthesize it. The reactants are: [F:1][C:2]([F:7])([F:6])[C:3]([OH:5])=[O:4].[F:8][C:9]([F:14])([F:13])[C:10]([OH:12])=[O:11].[Cl:15][C:16]1[CH:17]=[N:18][C:19]2[NH:20][C:21]3[CH:22]=[N:23][CH:24]=[C:25]([CH:47]=3)[CH2:26][CH2:27][C:28]3[CH:36]=[C:32]([NH:33][C:34]=1[N:35]=2)[CH:31]=[CH:30][C:29]=3[NH:37][C:38](=[O:46])[CH2:39][CH:40]1[CH2:45][CH2:44][NH:43][CH2:42][CH2:41]1.[C:48](Cl)(=[O:55])[C:49]1[CH:54]=[CH:53][CH:52]=[CH:51][CH:50]=1. (4) Given the product [CH3:19][C:20]1([CH3:36])[C:24]([CH3:26])([CH3:25])[O:23][B:22]([C:7]2[CH2:12][CH2:11][CH:10]([C:13]([F:16])([F:15])[F:14])[CH2:9][CH:8]=2)[O:21]1, predict the reactants needed to synthesize it. The reactants are: FC(F)(F)S(O[C:7]1[CH2:12][CH2:11][CH:10]([C:13]([F:16])([F:15])[F:14])[CH2:9][CH:8]=1)(=O)=O.[CH3:19][C:20]1([CH3:36])[C:24]([CH3:26])([CH3:25])[O:23][B:22]([B:22]2[O:23][C:24]([CH3:26])([CH3:25])[C:20]([CH3:36])([CH3:19])[O:21]2)[O:21]1.CC([O-])=O.[K+]. (5) The reactants are: C[Si](C)(C)Cl.Br[CH:7]([CH3:13])[C:8]([O:10][CH2:11][CH3:12])=[O:9].[C:14]1(=[O:18])[CH2:17][CH2:16][CH2:15]1.N. Given the product [OH:18][C:14]1([CH:7]([CH3:13])[C:8]([O:10][CH2:11][CH3:12])=[O:9])[CH2:17][CH2:16][CH2:15]1, predict the reactants needed to synthesize it. (6) Given the product [CH2:1]([N:8]1[C:16]2[C:11](=[CH:12][C:13]([C:17]3[CH:22]=[CH:21][C:20]([O:23][CH2:44][C:45]#[N:46])=[CH:19][CH:18]=3)=[CH:14][CH:15]=2)[C:10]([CH2:24][C:25]2[CH:26]=[CH:27][CH:28]=[CH:29][CH:30]=2)=[C:9]1[C:31]1[CH:36]=[CH:35][CH:34]=[CH:33][CH:32]=1)[C:2]1[CH:3]=[CH:4][CH:5]=[CH:6][CH:7]=1, predict the reactants needed to synthesize it. The reactants are: [CH2:1]([N:8]1[C:16]2[C:11](=[CH:12][C:13]([C:17]3[CH:22]=[CH:21][C:20]([OH:23])=[CH:19][CH:18]=3)=[CH:14][CH:15]=2)[C:10]([CH2:24][C:25]2[CH:30]=[CH:29][CH:28]=[CH:27][CH:26]=2)=[C:9]1[C:31]1[CH:36]=[CH:35][CH:34]=[CH:33][CH:32]=1)[C:2]1[CH:7]=[CH:6][CH:5]=[CH:4][CH:3]=1.C([O-])([O-])=O.[K+].[K+].Br[CH2:44][C:45]#[N:46]. (7) Given the product [NH2:9][CH2:10][CH2:11][O:12][C@H:13]1[CH2:14][C@@H:15]([N:23]2[C:27]3[N:28]=[C:29]([S:44][CH2:45][CH2:46][CH3:47])[N:30]=[C:31]([NH:32][C@@H:33]4[CH2:35][C@H:34]4[C:36]4[CH:41]=[CH:40][C:39]([F:42])=[C:38]([F:43])[CH:37]=4)[C:26]=3[N:25]=[N:24]2)[C@H:16]([OH:20])[C@@H:17]1[OH:18], predict the reactants needed to synthesize it. The reactants are: C(O)(C(F)(F)F)=O.O.[NH2:9][CH2:10][CH2:11][O:12][C@@H:13]1[C@H:17]2[O:18]C(C)(C)[O:20][C@H:16]2[C@H:15]([N:23]2[C:27]3[N:28]=[C:29]([S:44][CH2:45][CH2:46][CH3:47])[N:30]=[C:31]([NH:32][C@@H:33]4[CH2:35][C@H:34]4[C:36]4[CH:41]=[CH:40][C:39]([F:42])=[C:38]([F:43])[CH:37]=4)[C:26]=3[N:25]=[N:24]2)[CH2:14]1.